From a dataset of Forward reaction prediction with 1.9M reactions from USPTO patents (1976-2016). Predict the product of the given reaction. (1) The product is: [CH3:19][CH:15]1[CH2:14][CH2:13][CH2:12][CH2:11][N:10]2[C:16](=[O:18])[CH:17]=[C:7]([C:4]3[CH:5]=[CH:6][N:1]=[CH:2][N:3]=3)[N:8]=[C:9]12. Given the reactants [N:1]1[CH:6]=[CH:5][C:4]([C:7]2[N:8]=[C:9]3[CH2:15][CH2:14][CH2:13][CH2:12][CH2:11][N:10]3[C:16](=[O:18])[CH:17]=2)=[N:3][CH:2]=1.[CH3:19][Si]([N-][Si](C)(C)C)(C)C.[Li+].CI, predict the reaction product. (2) The product is: [C:1]1([CH:7]([C:13]2[CH:14]=[C:15]([CH3:19])[CH:16]=[CH:17][CH:18]=2)[CH:8]2[CH2:12][CH2:11][N:10]([CH2:30][C:29]([O:28][CH3:27])=[O:32])[CH2:9]2)[CH:2]=[CH:3][CH:4]=[CH:5][CH:6]=1. Given the reactants [C:1]1([CH:7]([C:13]2[CH:14]=[C:15]([CH3:19])[CH:16]=[CH:17][CH:18]=2)[CH:8]2[CH2:12][CH2:11][NH:10][CH2:9]2)[CH:6]=[CH:5][CH:4]=[CH:3][CH:2]=1.C(N(CC)CC)C.[CH3:27][O:28][C:29](=[O:32])[CH2:30]Br, predict the reaction product. (3) Given the reactants [C:1]([C:3]1[C:4]([CH3:27])=[C:5]([C@H:10]2[O:15][CH2:14][C@H:13]3[CH2:16][N:17](C(OC(C)(C)C)=O)[CH2:18][CH2:19][N:12]3[CH2:11]2)[CH:6]=[CH:7][C:8]=1[F:9])#[N:2].[F:28][C:29]([F:34])([F:33])[C:30]([OH:32])=[O:31], predict the reaction product. The product is: [F:28][C:29]([F:34])([F:33])[C:30]([OH:32])=[O:31].[F:9][C:8]1[C:3]([C:1]#[N:2])=[C:4]([CH3:27])[C:5]([C@H:10]2[O:15][CH2:14][C@H:13]3[CH2:16][NH:17][CH2:18][CH2:19][N:12]3[CH2:11]2)=[CH:6][CH:7]=1. (4) Given the reactants [Si]([O:8][CH:9]1[CH2:13][CH2:12][N:11]([C:14]([O:16][C:17]([CH3:20])([CH3:19])[CH3:18])=[O:15])[CH2:10]1)(C(C)(C)C)(C)C.[CH3:21]CCC[N+](CCCC)(CCCC)CCCC.[F-], predict the reaction product. The product is: [OH:8][CH:9]1[CH2:10][N:11]([C:14]([O:16][C:17]([CH3:18])([CH3:19])[CH3:20])=[O:15])[CH:12]([CH3:21])[CH2:13]1. (5) Given the reactants [F:1][C:2]1[CH:3]=[C:4]([C:12]2[C:20]3[CH2:19][CH2:18][CH:17]([NH2:21])[C:16]=3[CH:15]=[N:14][CH:13]=2)[CH:5]=[CH:6][C:7]=1[C:8]([F:11])([F:10])[F:9].C(N(CC)C(C)C)(C)C.[CH:31]1([S:34](Cl)(=[O:36])=[O:35])[CH2:33][CH2:32]1, predict the reaction product. The product is: [F:1][C:2]1[CH:3]=[C:4]([C:12]2[C:20]3[CH2:19][CH2:18][CH:17]([NH:21][S:34]([CH:31]4[CH2:33][CH2:32]4)(=[O:36])=[O:35])[C:16]=3[CH:15]=[N:14][CH:13]=2)[CH:5]=[CH:6][C:7]=1[C:8]([F:9])([F:11])[F:10].